Dataset: Full USPTO retrosynthesis dataset with 1.9M reactions from patents (1976-2016). Task: Predict the reactants needed to synthesize the given product. (1) Given the product [CH3:12][C:3]1[S:22][C:21]([NH:20][C:16]2[CH:17]=[CH:18][CH:19]=[C:14]([CH3:13])[CH:15]=2)=[N:23][C:4]=1[C:6]1[CH:11]=[CH:10][N:9]=[CH:8][CH:7]=1, predict the reactants needed to synthesize it. The reactants are: Br.Br[CH:3]([CH3:12])[C:4]([C:6]1[CH:11]=[CH:10][N:9]=[CH:8][CH:7]=1)=O.[CH3:13][C:14]1[CH:15]=[C:16]([NH:20][C:21]([NH2:23])=[S:22])[CH:17]=[CH:18][CH:19]=1.N. (2) The reactants are: [N:1]1([CH2:10][C:11]([C:13]2[CH:14]=[C:15]([C:19]3[CH:23]=[C:22]([CH2:24][CH:25]([CH3:27])[CH3:26])[S:21][C:20]=3[S:28]([NH:31]C(C)(C)C)(=[O:30])=[O:29])[CH:16]=[CH:17][CH:18]=2)=[O:12])[C:5]2[CH:6]=[CH:7][CH:8]=[CH:9][C:4]=2[N:3]=[CH:2]1.C1(OC)C=CC=CC=1.N1(C2C=CC=CN=2)CCCC1.Cl[C:56]([O:58][CH2:59][CH2:60][CH2:61][CH3:62])=[O:57].C(O)(=O)CC(CC(O)=O)(C(O)=O)O. Given the product [CH2:59]([O:58][C:56]([NH:31][S:28]([C:20]1[S:21][C:22]([CH2:24][CH:25]([CH3:27])[CH3:26])=[CH:23][C:19]=1[C:15]1[CH:16]=[CH:17][CH:18]=[C:13]([C:11](=[O:12])[CH2:10][N:1]2[C:5]3[CH:6]=[CH:7][CH:8]=[CH:9][C:4]=3[N:3]=[CH:2]2)[CH:14]=1)(=[O:29])=[O:30])=[O:57])[CH2:60][CH2:61][CH3:62], predict the reactants needed to synthesize it.